Dataset: Kir2.1 potassium channel HTS with 301,493 compounds. Task: Binary Classification. Given a drug SMILES string, predict its activity (active/inactive) in a high-throughput screening assay against a specified biological target. (1) The molecule is Clc1c([N+]([O-])=O)cc(C(=O)Nc2cccnc2Cl)cc1. The result is 0 (inactive). (2) The drug is o1c2CC(CC(=O)c2c(c1C(=O)NC1CCCCC1)C)(C)C. The result is 0 (inactive).